From a dataset of Catalyst prediction with 721,799 reactions and 888 catalyst types from USPTO. Predict which catalyst facilitates the given reaction. (1) Reactant: C(OC([N:8]([C:16]1[C:17]2[N:25]=[C:24](Cl)[CH:23]=[CH:22][C:18]=2[N:19]=[CH:20][N:21]=1)C(=O)OC(C)(C)C)=O)(C)(C)C.C[C:28]1[CH:29]=[C:30]([CH:33]=[CH:34][CH:35]=1)[CH2:31][NH2:32].[CH3:36]CN(C(C)C)C(C)C. Product: [CH3:36][C:29]1[CH:28]=[CH:35][CH:34]=[CH:33][C:30]=1[CH2:31][NH:32][C:24]1[CH:23]=[CH:22][C:18]2[N:19]=[CH:20][N:21]=[C:16]([NH2:8])[C:17]=2[N:25]=1. The catalyst class is: 44. (2) Reactant: [NH2:1][C:2]1[CH:7]=[CH:6][CH:5]=[CH:4][C:3]=1[S:8]([CH:11]([CH3:13])[CH3:12])(=[O:10])=[O:9].[H-].[Na+].[Cl:16][C:17]1[N:22]=[C:21](Cl)[C:20]([Cl:24])=[CH:19][N:18]=1. Product: [Cl:16][C:17]1[N:22]=[C:21]([NH:1][C:2]2[CH:7]=[CH:6][CH:5]=[CH:4][C:3]=2[S:8]([CH:11]([CH3:13])[CH3:12])(=[O:10])=[O:9])[C:20]([Cl:24])=[CH:19][N:18]=1. The catalyst class is: 3. (3) Reactant: C(O[C:4](=[O:17])[C:5]([NH:7][C:8]1[CH:13]=[C:12]([O:14][CH3:15])[N:11]=[C:10]([Br:16])[N:9]=1)=[O:6])C.[CH2:18](Br)[CH3:19].[Mg].Cl.[C:23](OCC)(=O)[CH3:24]. Product: [Br:16][C:10]1[N:9]=[C:8]([NH:7][C:5](=[O:6])[C:4]([CH2:18][CH3:19])([OH:17])[CH2:23][CH3:24])[CH:13]=[C:12]([O:14][CH3:15])[N:11]=1. The catalyst class is: 7. (4) Reactant: [Br:1][C:2]1[N:7]=[C:6]([CH:8]([OH:13])[CH2:9][CH2:10][CH2:11][CH3:12])[CH:5]=[CH:4][CH:3]=1.O[C:15]1[CH:27]=[CH:26][C:18]([O:19][CH2:20][C:21]([O:23][CH2:24][CH3:25])=[O:22])=[C:17]([CH2:28][CH3:29])[CH:16]=1.C1CCN(C(N=NC(N2CCCCC2)=O)=O)CC1.P(CCCC)(CCCC)CCCC. Product: [Br:1][C:2]1[N:7]=[C:6]([CH:8]([O:13][C:15]2[CH:27]=[CH:26][C:18]([O:19][CH2:20][C:21]([O:23][CH2:24][CH3:25])=[O:22])=[C:17]([CH2:28][CH3:29])[CH:16]=2)[CH2:9][CH2:10][CH2:11][CH3:12])[CH:5]=[CH:4][CH:3]=1. The catalyst class is: 1. (5) Reactant: [CH3:1][O:2][C:3]1[CH:4]=[C:5]2[C:10](=[CH:11][C:12]=1[O:13][CH3:14])[CH:9]([CH2:15][C:16]1[C:25]3[C:20](=[CH:21][CH:22]=[CH:23][CH:24]=3)[CH:19]=[CH:18][CH:17]=1)[NH:8][CH2:7][CH2:6]2.C(N[C@@H](C1C=CC=CC=1)C(O)=O)(=O)C.CC(C)=O. Product: [CH3:1][O:2][C:3]1[CH:4]=[C:5]2[C:10](=[CH:11][C:12]=1[O:13][CH3:14])[C@@H:9]([CH2:15][C:16]1[C:25]3[C:20](=[CH:21][CH:22]=[CH:23][CH:24]=3)[CH:19]=[CH:18][CH:17]=1)[NH:8][CH2:7][CH2:6]2. The catalyst class is: 5. (6) Reactant: [Br:1][C:2]1[CH:3]=[C:4]([O:13][CH:14]([CH3:16])[CH3:15])[C:5]([CH3:12])=[C:6]([CH:11]=1)[C:7]([O:9]C)=[O:8].[OH-].[Na+].Cl. Product: [Br:1][C:2]1[CH:3]=[C:4]([O:13][CH:14]([CH3:16])[CH3:15])[C:5]([CH3:12])=[C:6]([CH:11]=1)[C:7]([OH:9])=[O:8]. The catalyst class is: 5. (7) Product: [Cl:27][CH2:9][C:4]1[CH:5]=[C:6]([F:8])[CH:7]=[C:2]([F:1])[C:3]=1[O:11][CH3:12]. Reactant: [F:1][C:2]1[C:3]([O:11][CH3:12])=[C:4]([CH2:9]O)[CH:5]=[C:6]([F:8])[CH:7]=1.N1C(C)=CC=CC=1C.[Cl-].[Li+].S([Cl:27])(C)(=O)=O.C(=O)([O-])O.[Na+]. The catalyst class is: 9.